The task is: Predict the reaction yield, written as a fraction of the theoretical maximum amount of product (1.0 means a 100% yield; for example, 0.34 means a 34% yield).. This data is from Reaction yield outcomes from USPTO patents with 853,638 reactions. (1) The reactants are C(OC([NH:8][C@H:9]([C:11]([NH:13][CH:14]1[N:20]=[C:19]([C:21]2[CH:26]=[CH:25][CH:24]=[CH:23][N:22]=2)[C:18]2[CH:27]=[CH:28][CH:29]=[CH:30][C:17]=2[N:16]([CH3:31])[C:15]1=[O:32])=[O:12])[CH3:10])=O)(C)(C)C.C(O)(C(F)(F)F)=O. The catalyst is C(Cl)Cl. The product is [NH2:8][C@H:9]([C:11]([NH:13][CH:14]1[N:20]=[C:19]([C:21]2[CH:26]=[CH:25][CH:24]=[CH:23][N:22]=2)[C:18]2[CH:27]=[CH:28][CH:29]=[CH:30][C:17]=2[N:16]([CH3:31])[C:15]1=[O:32])=[O:12])[CH3:10]. The yield is 0.660. (2) The reactants are [H-].[Na+].[F:3][C:4]1[C:9]([C:10]2[NH:14][CH:13]=[C:12]([CH2:15][N:16]([CH3:24])[C:17](=[O:23])[O:18][C:19]([CH3:22])([CH3:21])[CH3:20])[CH:11]=2)=[CH:8][CH:7]=[CH:6][N:5]=1.C1OCCOCCOCCOCCOC1.[S:40]1[CH:44]=[CH:43][C:42]([S:45](Cl)(=[O:47])=[O:46])=[CH:41]1. The catalyst is O1CCCC1.O. The product is [F:3][C:4]1[C:9]([C:10]2[N:14]([S:45]([C:42]3[CH:43]=[CH:44][S:40][CH:41]=3)(=[O:47])=[O:46])[CH:13]=[C:12]([CH2:15][N:16]([CH3:24])[C:17](=[O:23])[O:18][C:19]([CH3:20])([CH3:21])[CH3:22])[CH:11]=2)=[CH:8][CH:7]=[CH:6][N:5]=1. The yield is 0.940.